This data is from Forward reaction prediction with 1.9M reactions from USPTO patents (1976-2016). The task is: Predict the product of the given reaction. (1) Given the reactants C([O:3][C:4]([C:6]1[N:10]([CH2:11][CH2:12][CH2:13][C:14]2[CH:19]=[CH:18][CH:17]=[CH:16][CH:15]=2)[C:9]2[CH:20]=[C:21]([Br:23])[S:22][C:8]=2[C:7]=1[I:24])=[O:5])C.[OH-].[Na+].Cl, predict the reaction product. The product is: [Br:23][C:21]1[S:22][C:8]2[C:7]([I:24])=[C:6]([C:4]([OH:5])=[O:3])[N:10]([CH2:11][CH2:12][CH2:13][C:14]3[CH:19]=[CH:18][CH:17]=[CH:16][CH:15]=3)[C:9]=2[CH:20]=1. (2) Given the reactants [Cl:1][C:2]1[C:10]2[C:5](=[CH:6][CH:7]=[C:8]([C:11]3[N:15]=[C:14]([C:16]4[CH:17]=[C:18]([C:24]5[CH:29]=[CH:28][CH:27]=[CH:26][CH:25]=5)[C:19]([O:22][CH3:23])=[CH:20][CH:21]=4)[O:13][N:12]=3)[CH:9]=2)[N:4]([CH2:30][CH2:31][C:32]([O:34]CC)=[O:33])[CH:3]=1.[OH-].[Na+:38], predict the reaction product. The product is: [Cl:1][C:2]1[C:10]2[C:5](=[CH:6][CH:7]=[C:8]([C:11]3[N:15]=[C:14]([C:16]4[CH:17]=[C:18]([C:24]5[CH:29]=[CH:28][CH:27]=[CH:26][CH:25]=5)[C:19]([O:22][CH3:23])=[CH:20][CH:21]=4)[O:13][N:12]=3)[CH:9]=2)[N:4]([CH2:30][CH2:31][C:32]([O-:34])=[O:33])[CH:3]=1.[Na+:38]. (3) Given the reactants Br[C:2]1[CH:3]=[C:4]([N:8]2[CH2:13][CH2:12][N:11]([C:14]([O:16][C:17]([CH3:20])([CH3:19])[CH3:18])=[O:15])[CH2:10][CH2:9]2)[CH:5]=[CH:6][CH:7]=1.[F:21][C:22]1[CH:27]=[C:26]([F:28])[CH:25]=[CH:24][C:23]=1OB(O)O.C(=O)([O-])[O-].[Na+].[Na+].O, predict the reaction product. The product is: [F:21][C:22]1[CH:27]=[C:26]([F:28])[CH:25]=[CH:24][C:23]=1[C:2]1[CH:7]=[CH:6][CH:5]=[C:4]([N:8]2[CH2:13][CH2:12][N:11]([C:14]([O:16][C:17]([CH3:20])([CH3:19])[CH3:18])=[O:15])[CH2:10][CH2:9]2)[CH:3]=1.